This data is from Catalyst prediction with 721,799 reactions and 888 catalyst types from USPTO. The task is: Predict which catalyst facilitates the given reaction. (1) Product: [Br:1][C:2]1[CH:7]=[CH:6][C:5]([C:11]#[N:12])=[N:4][C:3]=1[CH3:9]. Reactant: [Br:1][C:2]1[C:3]([CH3:9])=[N:4][C:5](Br)=[CH:6][CH:7]=1.[Cu][C:11]#[N:12].CN(C)C=O.O. The catalyst class is: 13. (2) Reactant: [CH2:1]([NH:8][C:9](=[O:12])[CH2:10]Cl)[C:2]1[CH:7]=[CH:6][CH:5]=[CH:4][CH:3]=1.CCN(C(C)C)C(C)C.[F:22][C:23]1[CH:29]=[C:28]([F:30])[CH:27]=[CH:26][C:24]=1[NH2:25]. Product: [CH2:1]([NH:8][C:9](=[O:12])[CH2:10][NH:25][C:24]1[CH:26]=[CH:27][C:28]([F:30])=[CH:29][C:23]=1[F:22])[C:2]1[CH:7]=[CH:6][CH:5]=[CH:4][CH:3]=1. The catalyst class is: 31. (3) Reactant: [CH2:1]=[CH:2][C:3]([CH2:6][CH2:7][CH:8]=[C:9]([CH3:11])[CH3:10])([CH3:5])[OH:4].C(N(CC)CC)C.[OH:19][C:20]1[CH:25]=[C:24]([OH:26])[CH:23]=[CH:22][C:21]=1[CH:27]=[CH:28][C:29](O)=[O:30].CN([P+](ON1N=NC2C=CC=CC1=2)(N(C)C)N(C)C)C.F[P-](F)(F)(F)(F)F. Product: [CH3:5][C:3]([O:4][C:29](=[O:30])[CH:28]=[CH:27][C:21]1[CH:22]=[CH:23][C:24]([OH:26])=[CH:25][C:20]=1[OH:19])([CH:2]=[CH2:1])[CH2:6][CH2:7][CH:8]=[C:9]([CH3:11])[CH3:10]. The catalyst class is: 118.